Task: Predict the product of the given reaction.. Dataset: Forward reaction prediction with 1.9M reactions from USPTO patents (1976-2016) Given the reactants [Cl:1][C:2]1[CH:3]=[N:4][C:5]2[N:6]([N:8]=[C:9]([C:11]([OH:13])=O)[CH:10]=2)[CH:7]=1.[N+:14]([C:17]1[CH:26]=[CH:25][CH:24]=[C:23]2[C:18]=1[CH2:19][CH2:20][NH:21][CH2:22]2)([O-:16])=[O:15], predict the reaction product. The product is: [Cl:1][C:2]1[CH:3]=[N:4][C:5]2[N:6]([N:8]=[C:9]([C:11]([N:21]3[CH2:20][CH2:19][C:18]4[C:23](=[CH:24][CH:25]=[CH:26][C:17]=4[N+:14]([O-:16])=[O:15])[CH2:22]3)=[O:13])[CH:10]=2)[CH:7]=1.